Dataset: Reaction yield outcomes from USPTO patents with 853,638 reactions. Task: Predict the reaction yield, written as a fraction of the theoretical maximum amount of product (1.0 means a 100% yield; for example, 0.34 means a 34% yield). The reactants are [Si:1]([O:8][CH:9]([CH:28]1[CH2:37][CH2:36][C:35]2[C:30](=[CH:31][CH:32]=[C:33]([O:38][C:39]3[CH:44]=[CH:43][CH:42]=[CH:41][CH:40]=3)[CH:34]=2)[CH2:29]1)[C:10]1[O:11][C:12]([Sn](CCCC)(CCCC)CCCC)=[CH:13][N:14]=1)([C:4]([CH3:7])([CH3:6])[CH3:5])([CH3:3])[CH3:2].Br[C:46]1[N:51]=[C:50]([C:52]([O:54][CH3:55])=[O:53])[CH:49]=[CH:48][CH:47]=1. The catalyst is O1CCOCC1.CCOC(C)=O.C1C=CC([P]([Pd]([P](C2C=CC=CC=2)(C2C=CC=CC=2)C2C=CC=CC=2)([P](C2C=CC=CC=2)(C2C=CC=CC=2)C2C=CC=CC=2)[P](C2C=CC=CC=2)(C2C=CC=CC=2)C2C=CC=CC=2)(C2C=CC=CC=2)C2C=CC=CC=2)=CC=1. The yield is 0.730. The product is [Si:1]([O:8][CH:9]([CH:28]1[CH2:37][CH2:36][C:35]2[C:30](=[CH:31][CH:32]=[C:33]([O:38][C:39]3[CH:40]=[CH:41][CH:42]=[CH:43][CH:44]=3)[CH:34]=2)[CH2:29]1)[C:10]1[O:11][C:12]([C:46]2[N:51]=[C:50]([C:52]([O:54][CH3:55])=[O:53])[CH:49]=[CH:48][CH:47]=2)=[CH:13][N:14]=1)([C:4]([CH3:5])([CH3:7])[CH3:6])([CH3:3])[CH3:2].